This data is from NCI-60 drug combinations with 297,098 pairs across 59 cell lines. The task is: Regression. Given two drug SMILES strings and cell line genomic features, predict the synergy score measuring deviation from expected non-interaction effect. (1) Drug 1: CC1=C(C=C(C=C1)C(=O)NC2=CC(=CC(=C2)C(F)(F)F)N3C=C(N=C3)C)NC4=NC=CC(=N4)C5=CN=CC=C5. Drug 2: C1C(C(OC1N2C=NC(=NC2=O)N)CO)O. Cell line: HS 578T. Synergy scores: CSS=3.71, Synergy_ZIP=-2.81, Synergy_Bliss=-4.22, Synergy_Loewe=-2.45, Synergy_HSA=-2.44. (2) Cell line: MDA-MB-435. Drug 1: CC1=C(C=C(C=C1)C(=O)NC2=CC(=CC(=C2)C(F)(F)F)N3C=C(N=C3)C)NC4=NC=CC(=N4)C5=CN=CC=C5. Synergy scores: CSS=7.21, Synergy_ZIP=-1.00, Synergy_Bliss=1.21, Synergy_Loewe=1.35, Synergy_HSA=2.16. Drug 2: CCCCCOC(=O)NC1=NC(=O)N(C=C1F)C2C(C(C(O2)C)O)O. (3) Drug 1: CCC1(CC2CC(C3=C(CCN(C2)C1)C4=CC=CC=C4N3)(C5=C(C=C6C(=C5)C78CCN9C7C(C=CC9)(C(C(C8N6C)(C(=O)OC)O)OC(=O)C)CC)OC)C(=O)OC)O.OS(=O)(=O)O. Drug 2: CC1CCC2CC(C(=CC=CC=CC(CC(C(=O)C(C(C(=CC(C(=O)CC(OC(=O)C3CCCCN3C(=O)C(=O)C1(O2)O)C(C)CC4CCC(C(C4)OC)O)C)C)O)OC)C)C)C)OC. Cell line: NCI-H460. Synergy scores: CSS=-0.449, Synergy_ZIP=0.418, Synergy_Bliss=0.401, Synergy_Loewe=-0.786, Synergy_HSA=-0.501. (4) Drug 1: CCCS(=O)(=O)NC1=C(C(=C(C=C1)F)C(=O)C2=CNC3=C2C=C(C=N3)C4=CC=C(C=C4)Cl)F. Drug 2: CC1=C(C=C(C=C1)NC2=NC=CC(=N2)N(C)C3=CC4=NN(C(=C4C=C3)C)C)S(=O)(=O)N.Cl. Cell line: MDA-MB-435. Synergy scores: CSS=36.8, Synergy_ZIP=8.47, Synergy_Bliss=12.0, Synergy_Loewe=-14.6, Synergy_HSA=8.77. (5) Drug 1: CN(CCCl)CCCl.Cl. Drug 2: CC12CCC3C(C1CCC2OP(=O)(O)O)CCC4=C3C=CC(=C4)OC(=O)N(CCCl)CCCl.[Na+]. Cell line: UACC-257. Synergy scores: CSS=17.5, Synergy_ZIP=-6.05, Synergy_Bliss=-1.72, Synergy_Loewe=-1.06, Synergy_HSA=-0.880.